The task is: Predict which catalyst facilitates the given reaction.. This data is from Catalyst prediction with 721,799 reactions and 888 catalyst types from USPTO. (1) Reactant: [Br:1][C:2]1[CH:7]=[CH:6][N:5]=[C:4]2[N:8]([S:12]([C:15]3[CH:21]=[CH:20][C:18]([CH3:19])=[CH:17][CH:16]=3)(=[O:14])=[O:13])[C:9](I)=[CH:10][C:3]=12.CC1(C)C(C)(C)OB([C:30]2[CH2:35][CH2:34][N:33]([C:36]([O:38][C:39]([CH3:42])([CH3:41])[CH3:40])=[O:37])[CH2:32][CH:31]=2)O1.C(=O)(O)[O-].[Na+].S([O-])([O-])(=O)=S.[Na+].[Na+]. Product: [Br:1][C:2]1[CH:7]=[CH:6][N:5]=[C:4]2[N:8]([S:12]([C:15]3[CH:21]=[CH:20][C:18]([CH3:19])=[CH:17][CH:16]=3)(=[O:14])=[O:13])[C:9]([C:30]3[CH2:35][CH2:34][N:33]([C:36]([O:38][C:39]([CH3:42])([CH3:41])[CH3:40])=[O:37])[CH2:32][CH:31]=3)=[CH:10][C:3]=12. The catalyst class is: 255. (2) Reactant: [CH:1]1([CH:7]([N:9]2[CH:13]=[CH:12][C:11]([C:14]([O:16][CH2:17][CH3:18])=[O:15])=[C:10]2[CH3:19])[CH3:8])[CH2:6][CH2:5][CH2:4][CH2:3][CH2:2]1.C1C(=O)N([Br:27])C(=O)C1. Product: [Br:27][C:13]1[N:9]([CH:7]([CH:1]2[CH2:6][CH2:5][CH2:4][CH2:3][CH2:2]2)[CH3:8])[C:10]([CH3:19])=[C:11]([C:14]([O:16][CH2:17][CH3:18])=[O:15])[CH:12]=1. The catalyst class is: 1. (3) Reactant: [N+:1]([C:4]1[C:5]([NH2:10])=[N:6][CH:7]=[CH:8][CH:9]=1)([O-:3])=[O:2].Br[C:12]1[CH:19]=[CH:18][C:15]([C:16]#[N:17])=[C:14]([F:20])[CH:13]=1.C1(P(C2C=CC=CC=2)C2C3OC4C(=CC=CC=4P(C4C=CC=CC=4)C4C=CC=CC=4)C(C)(C)C=3C=CC=2)C=CC=CC=1.C(=O)([O-])[O-].[Cs+].[Cs+]. Product: [F:20][C:14]1[CH:13]=[C:12]([NH:10][C:5]2[C:4]([N+:1]([O-:3])=[O:2])=[CH:9][CH:8]=[CH:7][N:6]=2)[CH:19]=[CH:18][C:15]=1[C:16]#[N:17]. The catalyst class is: 62. (4) Reactant: [OH:1][CH:2]([CH2:14][O:15][C:16]1[CH:21]=[CH:20][CH:19]=[CH:18][CH:17]=1)[CH2:3][O:4][C:5]1[CH:10]=[CH:9][C:8]([CH2:11][C:12]#[N:13])=[CH:7][CH:6]=1.CC(OI1(OC(C)=O)(OC(C)=O)OC(=O)C2C=CC=CC1=2)=O. Product: [O:1]=[C:2]([CH2:14][O:15][C:16]1[CH:21]=[CH:20][CH:19]=[CH:18][CH:17]=1)[CH2:3][O:4][C:5]1[CH:6]=[CH:7][C:8]([CH2:11][C:12]#[N:13])=[CH:9][CH:10]=1. The catalyst class is: 2. (5) Reactant: [OH:1][CH2:2][CH2:3][CH:4]1[CH2:9][CH2:8][N:7]([C:10]([O:12][C:13]([CH3:16])([CH3:15])[CH3:14])=[O:11])[CH2:6][CH2:5]1.[CH3:17][S:18](Cl)(=[O:20])=[O:19]. Product: [CH3:17][S:18]([O:1][CH2:2][CH2:3][CH:4]1[CH2:5][CH2:6][N:7]([C:10]([O:12][C:13]([CH3:16])([CH3:15])[CH3:14])=[O:11])[CH2:8][CH2:9]1)(=[O:20])=[O:19]. The catalyst class is: 2. (6) Reactant: [CH3:1][O:2][C:3]1[C:8]([C:9](=[O:17])SC2C=CC=CN=2)=[CH:7][CH:6]=[CH:5][N:4]=1.[Li+].C[Si]([N-][Si](C)(C)C)(C)C.[C:28](=[O:35])([S:30][C:31]([CH3:34])([CH3:33])[CH3:32])[CH3:29].Cl. Product: [CH3:1][O:2][C:3]1[C:8]([C:9](=[O:17])[CH2:29][C:28](=[O:35])[S:30][C:31]([CH3:34])([CH3:33])[CH3:32])=[CH:7][CH:6]=[CH:5][N:4]=1. The catalyst class is: 1. (7) Reactant: F[C:2]1[CH:3]=[C:4]([C:12]2[CH:17]=[CH:16][C:15]([F:18])=[CH:14][CH:13]=2)[CH:5]=[CH:6][C:7]=1[C:8]([O:10][CH3:11])=[O:9].[NH:19]1[CH2:24][CH2:23][S:22][CH2:21][CH2:20]1.C(=O)([O-])[O-].[K+].[K+].CN(C=O)C. Product: [F:18][C:15]1[CH:16]=[CH:17][C:12]([C:4]2[CH:5]=[CH:6][C:7]([C:8]([O:10][CH3:11])=[O:9])=[C:2]([N:19]3[CH2:24][CH2:23][S:22][CH2:21][CH2:20]3)[CH:3]=2)=[CH:13][CH:14]=1. The catalyst class is: 6. (8) The catalyst class is: 1. Reactant: [Br:1][CH2:2][CH2:3][CH2:4][CH2:5][O:6][CH2:7][CH2:8][CH2:9][CH2:10][CH2:11]O.C(Br)(Br)(Br)[Br:14].C1(P(C2C=CC=CC=2)C2C=CC=CC=2)C=CC=CC=1.CCCCCCC. Product: [Br:14][CH2:11][CH2:10][CH2:9][CH2:8][CH2:7][O:6][CH2:5][CH2:4][CH2:3][CH2:2][Br:1]. (9) Reactant: [N:1]1([C:6]2[CH:7]=[C:8]([N:12]([C:15]3[CH:20]=[CH:19][C:18]([N:21]4[CH:25]=[CH:24][CH:23]=[CH:22]4)=[CH:17][N:16]=3)C=O)[CH:9]=[CH:10][CH:11]=2)[CH:5]=[CH:4][N:3]=[CH:2]1.[OH-].[Na+]. Product: [N:1]1([C:6]2[CH:7]=[C:8]([NH:12][C:15]3[CH:20]=[CH:19][C:18]([N:21]4[CH:25]=[CH:24][CH:23]=[CH:22]4)=[CH:17][N:16]=3)[CH:9]=[CH:10][CH:11]=2)[CH:5]=[CH:4][N:3]=[CH:2]1. The catalyst class is: 5. (10) Reactant: Cl[CH2:2][CH2:3][CH2:4][N:5]1[C:9]2[CH:10]=[CH:11][CH:12]=[CH:13][C:8]=2[N:7]=[CH:6]1.[C:14]1([N:20]2[CH2:25][CH2:24][NH:23][CH2:22][CH2:21]2)[CH:19]=[CH:18][CH:17]=[CH:16][CH:15]=1.C(N(C(C)C)CC)(C)C.[I-].[K+]. Product: [C:14]1([N:20]2[CH2:25][CH2:24][N:23]([CH2:2][CH2:3][CH2:4][N:5]3[C:9]4[CH:10]=[CH:11][CH:12]=[CH:13][C:8]=4[N:7]=[CH:6]3)[CH2:22][CH2:21]2)[CH:19]=[CH:18][CH:17]=[CH:16][CH:15]=1. The catalyst class is: 10.